Dataset: Experimentally validated miRNA-target interactions with 360,000+ pairs, plus equal number of negative samples. Task: Binary Classification. Given a miRNA mature sequence and a target amino acid sequence, predict their likelihood of interaction. (1) The miRNA is gga-miR-23b-5p with sequence GGGUUCCUGGCAUGAUGAUUU. The protein sequence of the target gene is MTLESGDHTLTLFAYRTGPFRTILFYALTVLTLGIFRLILHWKQKWDVKMRMVPCTFEAAEYIYIIDNHNVSELQPVLRKSNATIPTENGEMRKVPELRWFVYRKLEYVWIDDLNSDESVDEISDNDNCWKTSFEIANRIPCRSLLAVSESNFGLTLSEISRRLEFYGRNEIVVQLRPILYLLVMEVITPFYVFQIFSVTVWYNDEYAYYASLIVILSLGSIVMDVYQIRTQEIRLRSMVHSTESVEVIREGTEMTIGSDQLVPGDILLIPPHGCLMQCDSVLMNGTVIVNESVLTGESV.... Result: 0 (no interaction). (2) The miRNA is hsa-miR-6839-3p with sequence UUGGGUUUUCUCUUCAAUCCAG. The protein sequence of the target gene is MELDSALEAPSQEDSNLSEELSHSAFGQAFSKILHCLARPEARRGNVKDAVLKDLGDLIEATEFDRLFEGTGARLRGMPETLGQVAKALEKYAAPSKEEEGGGDGHSEAAEKAAQVGLLFLKLLGKVETAKNSLVGPAWQTGLHHLAGPVYIFAITHSLEQPWTTPRSREVAREVLTSLLQVTECGSVAGFLHGENEDEKGRLSVILGLLKPDLYKESWKNNPAIKHVFSWTLQQVTRPWLSQHLERVLPASLVISDDYQTENKILGVHCLHHIVLNVPAADLLQYNRAQVLYHAISNHL.... Result: 0 (no interaction). (3) The miRNA is hsa-miR-5681b with sequence AGGUAUUGCCACCCUUUCUAGU. The protein sequence of the target gene is MKTFIALLALLTVVSAEVHQFNIGYRPNMRQRMNAKGKLAEYEKERNELLSKKSLQLASSSSPVIDYEDMAYMVQISLGSPAQNFVLFIDSGSSNLWVPDITCAGGKDATCGSYCKSTPYDACLTFCQEECCTKTVEGVKVLSTTDACQSKHRFNSSLSSSYVTNGQKFDMTYNTGEVKGFFGVDTFCFTNTSVCATGQVFGQATTIGEAFAKQPEDGIIGLGWPALAVNQQTPPLFNLMNQGKLDQPYFVVYLANIGPTSQINGGAFTVGGLDTTHCSSNVDWVPLSTQTFWQFKLGGV.... Result: 0 (no interaction).